This data is from Merck oncology drug combination screen with 23,052 pairs across 39 cell lines. The task is: Regression. Given two drug SMILES strings and cell line genomic features, predict the synergy score measuring deviation from expected non-interaction effect. Drug 1: O=C(NOCC(O)CO)c1ccc(F)c(F)c1Nc1ccc(I)cc1F. Drug 2: CC(C)CC(NC(=O)C(Cc1ccccc1)NC(=O)c1cnccn1)B(O)O. Cell line: KPL1. Synergy scores: synergy=19.1.